Predict the product of the given reaction. From a dataset of Forward reaction prediction with 1.9M reactions from USPTO patents (1976-2016). (1) Given the reactants [CH3:1][C:2]1[CH:3]=[N:4][C:5]2[N:6]([N:8]=[CH:9][C:10]=2[C:11]([O:13]CC)=[O:12])[CH:7]=1.[OH-].[Na+].C(O)(=O)CC(CC(O)=O)(C(O)=O)O, predict the reaction product. The product is: [CH3:1][C:2]1[CH:3]=[N:4][C:5]2[N:6]([N:8]=[CH:9][C:10]=2[C:11]([OH:13])=[O:12])[CH:7]=1. (2) Given the reactants C([O:3][C:4]([C:6]1[C:10]([N+:11]([O-:13])=[O:12])=[CH:9][N:8]([CH2:14][CH2:15][C:16]2[CH:21]=[CH:20][CH:19]=[CH:18][CH:17]=2)[N:7]=1)=O)C.[BH4-].[Na+], predict the reaction product. The product is: [N+:11]([C:10]1[C:6]([CH2:4][OH:3])=[N:7][N:8]([CH2:14][CH2:15][C:16]2[CH:17]=[CH:18][CH:19]=[CH:20][CH:21]=2)[CH:9]=1)([O-:13])=[O:12]. (3) Given the reactants [NH2:1][C:2]1[CH:3]=[C:4]2[C:9](=[C:10]([F:12])[CH:11]=1)[N:8]=[CH:7][C:6]([C:13]#[N:14])=[C:5]2[NH:15][C:16]1[CH:21]=[CH:20][C:19]([F:22])=[C:18]([Cl:23])[CH:17]=1.[N:24]1[NH:25][C:26]([CH:29]=O)=[CH:27][CH:28]=1.[BH3-]C#N.[Na+], predict the reaction product. The product is: [Cl:23][C:18]1[CH:17]=[C:16]([NH:15][C:5]2[C:4]3[C:9](=[C:10]([F:12])[CH:11]=[C:2]([NH:1][CH2:29][C:26]4[NH:25][N:24]=[CH:28][CH:27]=4)[CH:3]=3)[N:8]=[CH:7][C:6]=2[C:13]#[N:14])[CH:21]=[CH:20][C:19]=1[F:22]. (4) Given the reactants [Cl-].[CH3:2][O:3][CH2:4][P+](C1C=CC=CC=1)(C1C=CC=CC=1)C1C=CC=CC=1.[Li]CCCC.[Br:29][C:30]1[C:31]([O:38][CH3:39])=[C:32]([CH:35]=[CH:36][CH:37]=1)[CH:33]=O, predict the reaction product. The product is: [Br:29][C:30]1[CH:37]=[CH:36][CH:35]=[C:32](/[CH:33]=[CH:2]/[O:3][CH3:4])[C:31]=1[O:38][CH3:39]. (5) Given the reactants FC(F)(F)S(O[C:7]1[CH:18]=[C:17]([Cl:19])[C:10]2[C:11]([CH:14]3[CH2:16][CH2:15]3)=[N:12][O:13][C:9]=2[CH:8]=1)(=O)=O.[C:22](=[O:29])([O:24][C:25]([CH3:28])([CH3:27])[CH3:26])[NH2:23].CC([O-])(C)C.[Na+], predict the reaction product. The product is: [C:25]([O:24][C:22](=[O:29])[NH:23][C:7]1[CH:18]=[C:17]([Cl:19])[C:10]2[C:11]([CH:14]3[CH2:16][CH2:15]3)=[N:12][O:13][C:9]=2[CH:8]=1)([CH3:28])([CH3:27])[CH3:26]. (6) Given the reactants [F:1][C:2]([C:5]1[CH:10]=[C:9]([NH:11]C(=O)OC(C)(C)C)[CH:8]=[CH:7][N:6]=1)([F:4])[CH3:3].C(O)(C(F)(F)F)=O, predict the reaction product. The product is: [F:1][C:2]([C:5]1[CH:10]=[C:9]([NH2:11])[CH:8]=[CH:7][N:6]=1)([F:4])[CH3:3].